This data is from Catalyst prediction with 721,799 reactions and 888 catalyst types from USPTO. The task is: Predict which catalyst facilitates the given reaction. (1) Reactant: [NH2:1][C@@:2]1([C:22]([OH:24])=[O:23])[C@H:7]([O:8][CH2:9][C:10]2[CH:15]=[CH:14][C:13]([Cl:16])=[C:12]([Cl:17])[CH:11]=2)[C@@H:6]([OH:18])[C@@H:5]2[C@H:3]1[C@H:4]2[C:19]([OH:21])=[O:20].C(=O)(O)[O-].[Na+].[C:30]([O:34][C:35](O[C:35]([O:34][C:30]([CH3:33])([CH3:32])[CH3:31])=[O:36])=[O:36])([CH3:33])([CH3:32])[CH3:31]. Product: [C:30]([O:34][C:35]([NH:1][C@@:2]1([C:22]([OH:24])=[O:23])[C@H:7]([O:8][CH2:9][C:10]2[CH:15]=[CH:14][C:13]([Cl:16])=[C:12]([Cl:17])[CH:11]=2)[C@@H:6]([OH:18])[C@@H:5]2[C@H:3]1[C@H:4]2[C:19]([OH:21])=[O:20])=[O:36])([CH3:33])([CH3:32])[CH3:31]. The catalyst class is: 12. (2) Reactant: [Cl:1][C:2]1[C:11]2[O:10][CH2:9][CH:8]([CH3:12])[CH2:7][C:6]=2[CH:5]=[C:4]([Sn](C)(C)C)[CH:3]=1.[C:17]([C@H:20]1[CH2:22][C@@H:21]1[C:23]([O-:25])=[O:24])(Cl)=[O:18].[C:26]1(C)C=CC=CC=1. Product: [Cl:1][C:2]1[C:11]2[O:10][CH2:9][CH:8]([CH3:12])[CH2:7][C:6]=2[CH:5]=[C:4]([C:17]([C@H:20]2[CH2:22][C@@H:21]2[C:23]([O:25][CH3:26])=[O:24])=[O:18])[CH:3]=1. The catalyst class is: 235. (3) Reactant: [CH:1]1([N:4]=[C:5]=[O:6])[CH2:3][CH2:2]1.[CH:7]1([N:10]2[C:19]3[C:14](=[CH:15][C:16]([F:30])=[C:17]([N:22]4[CH2:27][CH:26]([CH3:28])[NH:25][CH:24]([CH3:29])[CH2:23]4)[C:18]=3[O:20][CH3:21])[C:13](=[O:31])[C:12]([C:32]([NH:34][CH2:35][C:36]3[CH:41]=[CH:40][C:39]([Cl:42])=[CH:38][C:37]=3[Cl:43])=[O:33])=[CH:11]2)[CH2:9][CH2:8]1. Product: [CH:7]1([N:10]2[C:19]3[C:14](=[CH:15][C:16]([F:30])=[C:17]([N:22]4[CH2:23][CH:24]([CH3:29])[N:25]([C:5]([NH:4][CH:1]5[CH2:3][CH2:2]5)=[O:6])[CH:26]([CH3:28])[CH2:27]4)[C:18]=3[O:20][CH3:21])[C:13](=[O:31])[C:12]([C:32]([NH:34][CH2:35][C:36]3[CH:41]=[CH:40][C:39]([Cl:42])=[CH:38][C:37]=3[Cl:43])=[O:33])=[CH:11]2)[CH2:9][CH2:8]1. The catalyst class is: 4. (4) Reactant: [NH2:1][C:2](=O)[C@@H:3]([NH:19][C:20]([C:22]1([NH:28][C:29](=[O:35])[O:30][C:31]([CH3:34])([CH3:33])[CH3:32])[CH2:27][CH2:26][O:25][CH2:24][CH2:23]1)=[O:21])[CH2:4][C:5]1[CH:10]=[CH:9][C:8]([C:11]2[CH:16]=[CH:15][CH:14]=[C:13]([C:17]#[N:18])[CH:12]=2)=[CH:7][CH:6]=1.CC[N+](S(N=C(OC)[O-])(=O)=O)(CC)CC. Product: [C:2]([C@@H:3]([NH:19][C:20]([C:22]1([NH:28][C:29](=[O:35])[O:30][C:31]([CH3:33])([CH3:32])[CH3:34])[CH2:27][CH2:26][O:25][CH2:24][CH2:23]1)=[O:21])[CH2:4][C:5]1[CH:10]=[CH:9][C:8]([C:11]2[CH:16]=[CH:15][CH:14]=[C:13]([C:17]#[N:18])[CH:12]=2)=[CH:7][CH:6]=1)#[N:1]. The catalyst class is: 4. (5) Reactant: C([N:8]1[C:12]2=[N:13][C:14]3[C:19]([C:20]([NH2:21])=[C:11]2[CH2:10][CH2:9]1)=[CH:18][C:17]([Br:22])=[CH:16][CH:15]=3)C1C=CC=CC=1.B(Br)(Br)Br.[OH-].[Na+]. Product: [Br:22][C:17]1[CH:18]=[C:19]2[C:14](=[CH:15][CH:16]=1)[N:13]=[C:12]1[NH:8][CH2:9][CH2:10][C:11]1=[C:20]2[NH2:21]. The catalyst class is: 4.